From a dataset of Forward reaction prediction with 1.9M reactions from USPTO patents (1976-2016). Predict the product of the given reaction. (1) Given the reactants [F:1][C:2]1[C:7]([C:8]([F:11])([F:10])[F:9])=[CH:6][CH:5]=[CH:4][C:3]=1[C:12]([C:38]1[CH:43]=[CH:42][CH:41]=[CH:40][CH:39]=1)([C:14]1[N:18](C(C2C=CC=CC=2)(C2C=CC=CC=2)C2C=CC=CC=2)[CH:17]=[N:16][CH:15]=1)O.C(O)(C(F)(F)F)=O.C([SiH](CC)CC)C, predict the reaction product. The product is: [F:1][C:2]1[C:7]([C:8]([F:9])([F:10])[F:11])=[CH:6][CH:5]=[CH:4][C:3]=1[CH:12]([C:38]1[CH:43]=[CH:42][CH:41]=[CH:40][CH:39]=1)[C:14]1[NH:18][CH:17]=[N:16][CH:15]=1. (2) Given the reactants [Cl:1][C:2]1[CH:3]=[CH:4][C:5]([NH:8][C:9](=[O:28])[C:10]2[CH:15]=[C:14]([F:16])[CH:13]=[CH:12][C:11]=2[NH:17][C:18](=[O:27])[C:19]2[CH:24]=[CH:23][C:22]([F:25])=[CH:21][C:20]=2[OH:26])=[N:6][CH:7]=1.O[CH:30]1[CH2:39][CH2:38][C:33]2([O:37][CH2:36][CH2:35][O:34]2)[CH2:32][CH2:31]1.C1(P(C2C=CC=CC=2)C2C=CC=CC=2)C=CC=CC=1.N(C(OC(C)C)=O)=NC(OC(C)C)=O, predict the reaction product. The product is: [Cl:1][C:2]1[CH:3]=[CH:4][C:5]([NH:8][C:9](=[O:28])[C:10]2[CH:15]=[C:14]([F:16])[CH:13]=[CH:12][C:11]=2[NH:17][C:18](=[O:27])[C:19]2[CH:24]=[CH:23][C:22]([F:25])=[CH:21][C:20]=2[O:26][CH:30]2[CH2:39][CH2:38][C:33]3([O:37][CH2:36][CH2:35][O:34]3)[CH2:32][CH2:31]2)=[N:6][CH:7]=1.